This data is from Full USPTO retrosynthesis dataset with 1.9M reactions from patents (1976-2016). The task is: Predict the reactants needed to synthesize the given product. (1) The reactants are: [C@H]1(C[N:12]2[CH2:17][CH2:16][CH:15]([NH:18][C:19]([C:21]3[NH:22][C:23]4[C:28]([CH:29]=3)=[C:27]([O:30][CH2:31][C:32]3[C:36]5[C:37]([O:41][CH3:42])=[CH:38][CH:39]=[CH:40][C:35]=5[O:34][CH:33]=3)[CH:26]=[CH:25][CH:24]=4)=[O:20])[CH2:14][CH2:13]2)[C@@H]2N(CCCC2)CCC1.Cl.Cl.Cl.NC1CCN([CH2:53][CH2:54][N:55]2[CH2:60][CH2:59][C@H:58]([OH:61])[C@@H:57]([CH3:62])[CH2:56]2)CC1. Given the product [OH:61][C@H:58]1[CH2:59][CH2:60][N:55]([CH2:54][CH2:53][N:12]2[CH2:17][CH2:16][CH:15]([NH:18][C:19]([C:21]3[NH:22][C:23]4[C:28]([CH:29]=3)=[C:27]([O:30][CH2:31][C:32]3[C:36]5[C:37]([O:41][CH3:42])=[CH:38][CH:39]=[CH:40][C:35]=5[O:34][CH:33]=3)[CH:26]=[CH:25][CH:24]=4)=[O:20])[CH2:14][CH2:13]2)[CH2:56][C@@H:57]1[CH3:62], predict the reactants needed to synthesize it. (2) Given the product [CH3:16][S:12]([C:3]1[CH:8]=[CH:7][CH:6]=[CH:5][C:4]=1[OH:9])(=[O:14])=[O:11], predict the reactants needed to synthesize it. The reactants are: CS[C:3]1[CH:8]=[CH:7][CH:6]=[CH:5][C:4]=1[OH:9].O[O:11][S:12]([O-:14])=O.[K+].[CH3:16]C(C)=O. (3) Given the product [Cl:1][C:2]1[C:3]([C:25]2[S:29][C:28]([C:30]3([O:34][CH2:35][O:36][CH3:37])[CH2:33][CH2:32][CH2:31]3)=[N:27][CH:26]=2)=[C:4]2[CH:10]=[C:9]([C:11]([OH:13])=[O:12])[NH:8][C:5]2=[N:6][CH:7]=1, predict the reactants needed to synthesize it. The reactants are: [Cl:1][C:2]1[C:3]([C:25]2[S:29][C:28]([C:30]3([O:34][CH2:35][O:36][CH3:37])[CH2:33][CH2:32][CH2:31]3)=[N:27][CH:26]=2)=[C:4]2[CH:10]=[C:9]([C:11]([O:13]C)=[O:12])[N:8](S(C3C=CC(C)=CC=3)(=O)=O)[C:5]2=[N:6][CH:7]=1.[OH-].[Na+]. (4) Given the product [F:31][C:30]([F:32])([F:33])[C:29]([C:26]1[CH:25]=[CH:24][C:23]([N:13]2[CH2:12][CH2:11][CH:10]([S:7]([C:1]3[CH:6]=[CH:5][CH:4]=[CH:3][CH:2]=3)(=[O:9])=[O:8])[CH2:15][CH2:14]2)=[CH:28][CH:27]=1)([OH:38])[C:34]([F:35])([F:37])[F:36], predict the reactants needed to synthesize it. The reactants are: [C:1]1([S:7]([CH:10]2[CH2:15][CH2:14][NH:13][CH2:12][CH2:11]2)(=[O:9])=[O:8])[CH:6]=[CH:5][CH:4]=[CH:3][CH:2]=1.CC(C)([O-])C.[Na+].Br[C:23]1[CH:28]=[CH:27][C:26]([C:29]([OH:38])([C:34]([F:37])([F:36])[F:35])[C:30]([F:33])([F:32])[F:31])=[CH:25][CH:24]=1.COC(C)(C)C. (5) Given the product [CH:10]1[C:11]2[CH:12]([CH2:14][O:15][C:16](=[O:17])[NH:18][CH2:19][CH2:20][CH2:21][CH2:22][CH2:23][C:24]([O:26][N:28]3[C:32](=[O:33])[CH2:31][CH2:30][C:29]3=[O:34])=[O:25])[C:13]3[C:5](=[CH:4][CH:3]=[CH:2][CH:1]=3)[C:6]=2[CH:7]=[CH:8][CH:9]=1, predict the reactants needed to synthesize it. The reactants are: [CH:1]1[C:13]2[CH:12]([CH2:14][O:15][C:16]([NH:18][CH2:19][CH2:20][CH2:21][CH2:22][CH2:23][C:24]([OH:26])=[O:25])=[O:17])[C:11]3[C:6](=[CH:7][CH:8]=[CH:9][CH:10]=3)[C:5]=2[CH:4]=[CH:3][CH:2]=1.O[N:28]1[C:32](=[O:33])[CH2:31][CH2:30][C:29]1=[O:34].C1CCC(N=C=NC2CCCCC2)CC1. (6) Given the product [NH2:8][CH2:9][CH2:10][S:11][C:12]1[N:21]=[CH:20][C:19]([O:22][CH3:23])=[CH:18][C:13]=1[C:14]([O:16][CH3:17])=[O:15], predict the reactants needed to synthesize it. The reactants are: C(OC([NH:8][CH2:9][CH2:10][S:11][C:12]1[N:21]=[CH:20][C:19]([O:22][CH3:23])=[CH:18][C:13]=1[C:14]([O:16][CH3:17])=[O:15])=O)(C)(C)C.Cl. (7) The reactants are: [Cl:1][C:2]1[CH:3]=[C:4]2[C:9](=[CH:10][CH:11]=1)[O:8][CH2:7][CH2:6][CH:5]2[OH:12].[H-].[Na+].[Br:15][C:16]1[CH:17]=[C:18]([CH:28]=[C:29]([CH2:31]Br)[CH:30]=1)[CH2:19][O:20][Si:21]([C:24]([CH3:27])([CH3:26])[CH3:25])([CH3:23])[CH3:22]. Given the product [Br:15][C:16]1[CH:17]=[C:18]([CH:28]=[C:29]([CH2:31][O:12][CH:5]2[C:4]3[C:9](=[CH:10][CH:11]=[C:2]([Cl:1])[CH:3]=3)[O:8][CH2:7][CH2:6]2)[CH:30]=1)[CH2:19][O:20][Si:21]([C:24]([CH3:25])([CH3:26])[CH3:27])([CH3:22])[CH3:23], predict the reactants needed to synthesize it.